Task: Predict the product of the given reaction.. Dataset: Forward reaction prediction with 1.9M reactions from USPTO patents (1976-2016) (1) Given the reactants Cl.[CH3:2][C:3]1[O:7][N:6]=[C:5]([CH2:8][N:9]2[C:14]3[CH:15]=[C:16]([C:18]4[CH:23]=[CH:22][CH:21]=[CH:20][CH:19]=4)[S:17][C:13]=3[C:12](=[O:24])[N:11]([CH:25]3[CH2:30][CH2:29][NH:28][CH2:27][CH2:26]3)[C:10]2=[O:31])[CH:4]=1.[CH2:32]([O:34][C:35]1[C:44]([O:45][CH3:46])=[CH:43][C:42]2[C:41]([C:47]3[CH:55]=[CH:54][C:50]([C:51](O)=[O:52])=[CH:49][CH:48]=3)=[N:40][C@@H:39]3[CH2:56][CH2:57][S:58][CH2:59][C@@H:38]3[C:37]=2[CH:36]=1)[CH3:33].CN(C(ON1N=NC2C=CC=CC1=2)=[N+](C)C)C.F[P-](F)(F)(F)(F)F.CCN(C(C)C)C(C)C, predict the reaction product. The product is: [CH2:32]([O:34][C:35]1[C:44]([O:45][CH3:46])=[CH:43][C:42]2[C:41]([C:47]3[CH:48]=[CH:49][C:50]([C:51]([N:28]4[CH2:29][CH2:30][CH:25]([N:11]5[C:12](=[O:24])[C:13]6[S:17][C:16]([C:18]7[CH:19]=[CH:20][CH:21]=[CH:22][CH:23]=7)=[CH:15][C:14]=6[N:9]([CH2:8][C:5]6[CH:4]=[C:3]([CH3:2])[O:7][N:6]=6)[C:10]5=[O:31])[CH2:26][CH2:27]4)=[O:52])=[CH:54][CH:55]=3)=[N:40][C@@H:39]3[CH2:56][CH2:57][S:58][CH2:59][C@@H:38]3[C:37]=2[CH:36]=1)[CH3:33]. (2) The product is: [Cl:20][C:21]1[C:26]([NH:19][C@H:17]([C:7]2[N:6]=[C:5]3[CH:4]=[CH:3][N:2]([CH3:1])[C:10]3=[CH:9][C:8]=2[N:11]2[CH2:12][CH2:13][O:14][CH2:15][CH2:16]2)[CH3:18])=[N:25][C:24]([NH2:28])=[N:23][C:22]=1[NH2:29]. Given the reactants [CH3:1][N:2]1[C:10]2[C:5](=[N:6][C:7]([C@@H:17]([NH2:19])[CH3:18])=[C:8]([N:11]3[CH2:16][CH2:15][O:14][CH2:13][CH2:12]3)[CH:9]=2)[CH:4]=[CH:3]1.[Cl:20][C:21]1[C:22]([NH2:29])=[N:23][C:24]([NH2:28])=[N:25][C:26]=1Cl.CCN(CC)CC, predict the reaction product. (3) Given the reactants [NH:1]1[C:5]2=[N:6][CH:7]=[CH:8][C:9]([C:10]3[O:14][C:13]([CH2:15][NH:16]C(=O)OCC4C=CC=CC=4)=[N:12][N:11]=3)=[C:4]2[CH:3]=[CH:2]1, predict the reaction product. The product is: [NH:1]1[C:5]2=[N:6][CH:7]=[CH:8][C:9]([C:10]3[O:14][C:13]([CH2:15][NH2:16])=[N:12][N:11]=3)=[C:4]2[CH:3]=[CH:2]1. (4) Given the reactants Br[C:2]1[CH:3]=[N:4][C:5]([NH:8][CH2:9][CH2:10][N:11]2[CH2:16][CH2:15][O:14][CH2:13][CH2:12]2)=[N:6][CH:7]=1.[C:17]1(P(C2C=CC=CC=2)C2C=CC=CC=2)C=CC=CC=1.[NH2:36][C:37]1[CH:38]=[CH:39][CH:40]=[C:41]([C:45]#[C:46]C2C=NC(N)=NC=2)[C:42]=1OC.N1CCCCC1, predict the reaction product. The product is: [NH2:36][C:37]1[CH:38]=[CH:39][C:40]([CH3:17])=[C:41]([C:45]#[C:46][C:2]2[CH:3]=[N:4][C:5]([NH:8][CH2:9][CH2:10][N:11]3[CH2:16][CH2:15][O:14][CH2:13][CH2:12]3)=[N:6][CH:7]=2)[CH:42]=1. (5) Given the reactants [CH3:1][O:2][C:3]1[CH:4]=[C:5]2[C:10](=[CH:11][CH:12]=1)[N:9]=[CH:8][CH:7]=[C:6]2[C@@H:13]([OH:21])[CH2:14][N:15]1[CH2:20][CH2:19][NH:18][CH2:17][CH2:16]1.[C:22](=[O:25])([O-:24])[O-].[K+].[K+].Br[CH2:29][CH2:30][N:31]1[C:39](=[O:40])[C:38]2[C:33](=[CH:34][CH:35]=[CH:36][CH:37]=2)[C:32]1=[O:41], predict the reaction product. The product is: [C:13]([OH:21])(=[O:40])[C:22]([OH:24])=[O:25].[C:32]([OH:41])(=[O:2])[C:22]([OH:24])=[O:25].[OH:21][C@H:13]([C:6]1[C:5]2[C:10](=[CH:11][CH:12]=[C:3]([O:2][CH3:1])[CH:4]=2)[N:9]=[CH:8][CH:7]=1)[CH2:14][N:15]1[CH2:20][CH2:19][N:18]([CH2:29][CH2:30][N:31]2[C:32](=[O:41])[C:33]3[C:38](=[CH:37][CH:36]=[CH:35][CH:34]=3)[C:39]2=[O:40])[CH2:17][CH2:16]1.